This data is from NCI-60 drug combinations with 297,098 pairs across 59 cell lines. The task is: Regression. Given two drug SMILES strings and cell line genomic features, predict the synergy score measuring deviation from expected non-interaction effect. (1) Drug 1: CC12CCC3C(C1CCC2=O)CC(=C)C4=CC(=O)C=CC34C. Drug 2: C1CN(CCN1C(=O)CCBr)C(=O)CCBr. Cell line: BT-549. Synergy scores: CSS=52.1, Synergy_ZIP=1.46, Synergy_Bliss=2.32, Synergy_Loewe=0.848, Synergy_HSA=2.75. (2) Drug 1: C1=CC(=CC=C1CCCC(=O)O)N(CCCl)CCCl. Drug 2: CC(C)CN1C=NC2=C1C3=CC=CC=C3N=C2N. Cell line: TK-10. Synergy scores: CSS=11.1, Synergy_ZIP=-3.95, Synergy_Bliss=-4.76, Synergy_Loewe=-6.13, Synergy_HSA=-6.02. (3) Drug 2: C(CCl)NC(=O)N(CCCl)N=O. Drug 1: C1=NC2=C(N=C(N=C2N1C3C(C(C(O3)CO)O)O)F)N. Synergy scores: CSS=-3.29, Synergy_ZIP=0.324, Synergy_Bliss=1.96, Synergy_Loewe=-3.68, Synergy_HSA=-1.76. Cell line: SK-OV-3. (4) Drug 1: C1CCC(C1)C(CC#N)N2C=C(C=N2)C3=C4C=CNC4=NC=N3. Drug 2: CC1=C(C=C(C=C1)C(=O)NC2=CC(=CC(=C2)C(F)(F)F)N3C=C(N=C3)C)NC4=NC=CC(=N4)C5=CN=CC=C5. Cell line: BT-549. Synergy scores: CSS=5.77, Synergy_ZIP=10.8, Synergy_Bliss=12.7, Synergy_Loewe=5.12, Synergy_HSA=6.04. (5) Drug 1: CN1C(=O)N2C=NC(=C2N=N1)C(=O)N. Drug 2: CCN(CC)CCCC(C)NC1=C2C=C(C=CC2=NC3=C1C=CC(=C3)Cl)OC. Cell line: MCF7. Synergy scores: CSS=14.7, Synergy_ZIP=-6.51, Synergy_Bliss=-0.787, Synergy_Loewe=-19.8, Synergy_HSA=-1.08. (6) Drug 1: CN(CCCl)CCCl.Cl. Drug 2: CC12CCC3C(C1CCC2OP(=O)(O)O)CCC4=C3C=CC(=C4)OC(=O)N(CCCl)CCCl.[Na+]. Cell line: SK-MEL-5. Synergy scores: CSS=31.9, Synergy_ZIP=-6.78, Synergy_Bliss=-6.27, Synergy_Loewe=-13.1, Synergy_HSA=-3.93. (7) Drug 1: C1CN1P(=S)(N2CC2)N3CC3. Drug 2: CC1CCCC2(C(O2)CC(NC(=O)CC(C(C(=O)C(C1O)C)(C)C)O)C(=CC3=CSC(=N3)C)C)C. Cell line: MALME-3M. Synergy scores: CSS=33.2, Synergy_ZIP=-12.0, Synergy_Bliss=-13.9, Synergy_Loewe=-27.3, Synergy_HSA=-7.95. (8) Drug 1: C1=CN(C(=O)N=C1N)C2C(C(C(O2)CO)O)(F)F. Drug 2: CC1(CCCN1)C2=NC3=C(C=CC=C3N2)C(=O)N. Cell line: HCT116. Synergy scores: CSS=46.5, Synergy_ZIP=-3.21, Synergy_Bliss=-9.96, Synergy_Loewe=-20.5, Synergy_HSA=-9.68.